Dataset: Forward reaction prediction with 1.9M reactions from USPTO patents (1976-2016). Task: Predict the product of the given reaction. (1) The product is: [CH3:39][S:36]([C:33]1[CH:32]=[CH:31][C:30]([CH2:29][N:25]2[C:24](=[O:40])[C:23]3([CH2:22][CH2:21][N:20]([CH2:19][C@@H:10]4[C@@H:11]([C:13]5[CH:18]=[CH:17][CH:16]=[CH:15][CH:14]=5)[CH2:12][NH:8][CH2:9]4)[CH2:42][CH2:41]3)[NH:27][C:26]2=[O:28])=[CH:35][CH:34]=1)(=[O:37])=[O:38]. Given the reactants C(OC([N:8]1[CH2:12][C@H:11]([C:13]2[CH:18]=[CH:17][CH:16]=[CH:15][CH:14]=2)[C@@H:10]([CH2:19][N:20]2[CH2:42][CH2:41][C:23]3([NH:27][C:26](=[O:28])[N:25]([CH2:29][C:30]4[CH:35]=[CH:34][C:33]([S:36]([CH3:39])(=[O:38])=[O:37])=[CH:32][CH:31]=4)[C:24]3=[O:40])[CH2:22][CH2:21]2)[CH2:9]1)=O)(C)(C)C.C(O)(C(F)(F)F)=O, predict the reaction product. (2) Given the reactants O=P(Cl)(Cl)Cl.[C:6]1([N:12]([C:19]2[CH:24]=[CH:23][CH:22]=[CH:21][CH:20]=2)[C:13]2[CH:18]=[CH:17][CH:16]=[CH:15][CH:14]=2)[CH:11]=[CH:10][CH:9]=[CH:8][CH:7]=1.O.O.O.[C:28]([O-])(=[O:30])C.[Na+], predict the reaction product. The product is: [C:19]1([N:12]([C:6]2[CH:7]=[CH:8][CH:9]=[CH:10][CH:11]=2)[C:13]2[CH:18]=[CH:17][C:16]([CH:28]=[O:30])=[CH:15][CH:14]=2)[CH:20]=[CH:21][CH:22]=[CH:23][CH:24]=1. (3) Given the reactants [CH2:1]([NH:3][C:4](=[O:36])[NH:5][C:6]1[CH:11]=[CH:10][C:9]([C:12]2[N:13]=[C:14]([N:28]3[CH2:33][CH2:32][O:31][CH2:30][C@@H:29]3[CH3:34])[C:15]3[CH2:20][N:19](C(OC(C)(C)C)=O)[CH2:18][C:16]=3[N:17]=2)=[CH:8][C:7]=1[F:35])[CH3:2].[ClH:37].CO, predict the reaction product. The product is: [ClH:37].[CH2:1]([NH:3][C:4]([NH:5][C:6]1[CH:11]=[CH:10][C:9]([C:12]2[N:13]=[C:14]([N:28]3[CH2:33][CH2:32][O:31][CH2:30][C@@H:29]3[CH3:34])[C:15]3[CH2:20][NH:19][CH2:18][C:16]=3[N:17]=2)=[CH:8][C:7]=1[F:35])=[O:36])[CH3:2]. (4) The product is: [CH2:1]([C:3]1[C:11]2[C:6](=[CH:7][CH:8]=[CH:9][C:10]=2[NH:12][C:13]([C:15]2[N:19]3[CH:20]=[CH:21][C:22]([C:24]([N:35]([CH3:39])[CH3:36])=[O:25])=[CH:23][C:18]3=[N:17][CH:16]=2)=[O:14])[N:5]([CH2:27][C:28]2[CH:33]=[CH:32][CH:31]=[C:30]([CH3:34])[N:29]=2)[N:4]=1)[CH3:2]. Given the reactants [CH2:1]([C:3]1[C:11]2[C:6](=[CH:7][CH:8]=[CH:9][C:10]=2[NH:12][C:13]([C:15]2[N:19]3[CH:20]=[CH:21][C:22]([C:24](O)=[O:25])=[CH:23][C:18]3=[N:17][CH:16]=2)=[O:14])[N:5]([CH2:27][C:28]2[CH:33]=[CH:32][CH:31]=[C:30]([CH3:34])[N:29]=2)[N:4]=1)[CH3:2].[N:35]1(C(N2C=CN=C2)=O)[CH:39]=CN=[CH:36]1.CNC, predict the reaction product. (5) Given the reactants Cl[C:2]1[C:7]([CH3:8])=[C:6]([Cl:9])[N:5]=[CH:4][C:3]=1[C:10]([N:12]1[CH2:17][CH2:16][CH:15]([C:18]2[CH:23]=[CH:22][C:21]([F:24])=[CH:20][CH:19]=2)[CH2:14][CH2:13]1)=[O:11].[Cl:25][C:26]1[C:32]([F:33])=[CH:31][CH:30]=[CH:29][C:27]=1[NH2:28], predict the reaction product. The product is: [Cl:9][C:6]1[N:5]=[CH:4][C:3]([C:10]([N:12]2[CH2:13][CH2:14][CH:15]([C:18]3[CH:19]=[CH:20][C:21]([F:24])=[CH:22][CH:23]=3)[CH2:16][CH2:17]2)=[O:11])=[C:2]([NH:28][C:27]2[CH:29]=[CH:30][CH:31]=[C:32]([F:33])[C:26]=2[Cl:25])[C:7]=1[CH3:8]. (6) Given the reactants [Mg].Br[CH2:3][CH2:4][C:5]1[CH:13]=[CH:12][CH:11]=[C:10]2[C:6]=1[CH2:7][CH:8]([CH3:16])[CH:9]2[O:14][CH3:15].[C:17]([OH:20])(=O)[CH3:18], predict the reaction product. The product is: [CH3:15][O:14][CH:9]1[C:10]2[C:6](=[C:5]([CH2:4][CH2:3][C:17]3([OH:20])[CH2:18][C:13]4[C:5](=[CH:6][CH:10]=[CH:11][CH:12]=4)[CH2:4]3)[CH:13]=[CH:12][CH:11]=2)[CH2:7][CH:8]1[CH3:16].